Dataset: Peptide-MHC class I binding affinity with 185,985 pairs from IEDB/IMGT. Task: Regression. Given a peptide amino acid sequence and an MHC pseudo amino acid sequence, predict their binding affinity value. This is MHC class I binding data. (1) The peptide sequence is MYGLKGPDI. The MHC is HLA-A32:01 with pseudo-sequence HLA-A32:01. The binding affinity (normalized) is 0. (2) The peptide sequence is NAAISDYDY. The MHC is HLA-A26:01 with pseudo-sequence HLA-A26:01. The binding affinity (normalized) is 0.0989. (3) The peptide sequence is LLYFILFFVA. The MHC is HLA-A68:02 with pseudo-sequence HLA-A68:02. The binding affinity (normalized) is 0. (4) The peptide sequence is KDNSIRLSA. The MHC is HLA-B44:02 with pseudo-sequence HLA-B44:02. The binding affinity (normalized) is 0. (5) The peptide sequence is HEWMTTEDML. The MHC is HLA-B40:01 with pseudo-sequence HLA-B40:01. The binding affinity (normalized) is 0.696. (6) The peptide sequence is LLCLIFLLVL. The MHC is HLA-A02:02 with pseudo-sequence HLA-A02:02. The binding affinity (normalized) is 0.418. (7) The peptide sequence is EWSVATFYLF. The MHC is HLA-A01:01 with pseudo-sequence HLA-A01:01. The binding affinity (normalized) is 0.347. (8) The peptide sequence is APRTLVYLL. The MHC is Patr-B1301 with pseudo-sequence Patr-B1301. The binding affinity (normalized) is 0.858. (9) The peptide sequence is GEQVDLGPVL. The MHC is HLA-B18:01 with pseudo-sequence HLA-B18:01. The binding affinity (normalized) is 0.131. (10) The MHC is HLA-B39:01 with pseudo-sequence HLA-B39:01. The binding affinity (normalized) is 0.0847. The peptide sequence is ELIRRVRRY.